Dataset: Catalyst prediction with 721,799 reactions and 888 catalyst types from USPTO. Task: Predict which catalyst facilitates the given reaction. (1) Reactant: CON(C)[C:4]([C:6]1[CH:11]=[CH:10][C:9]([C:12]2([NH:16][C:17](=[O:23])[O:18][C:19]([CH3:22])([CH3:21])[CH3:20])[CH2:15][CH2:14][CH2:13]2)=[CH:8][CH:7]=1)=[O:5].[CH3:25][Mg]Br.CCOCC. Product: [C:4]([C:6]1[CH:11]=[CH:10][C:9]([C:12]2([NH:16][C:17](=[O:23])[O:18][C:19]([CH3:21])([CH3:22])[CH3:20])[CH2:15][CH2:14][CH2:13]2)=[CH:8][CH:7]=1)(=[O:5])[CH3:25]. The catalyst class is: 7. (2) Reactant: C(=O)([O-])[O-:2].[K+].[K+].[F:7][C:8]1[CH:13]=[C:12]([F:14])[CH:11]=[CH:10][C:9]=1[C:15]1[CH:16]=[C:17]2[C:22](=[CH:23][CH:24]=1)[CH:21]=[C:20]([S:25]([C:28]1[CH:35]=[CH:34][CH:33]=[CH:32][C:29]=1[C:30]#[N:31])(=[O:27])=[O:26])[CH:19]=[CH:18]2.OO. Product: [F:7][C:8]1[CH:13]=[C:12]([F:14])[CH:11]=[CH:10][C:9]=1[C:15]1[CH:16]=[C:17]2[C:22](=[CH:23][CH:24]=1)[CH:21]=[C:20]([S:25]([C:28]1[CH:35]=[CH:34][CH:33]=[CH:32][C:29]=1[C:30]([NH2:31])=[O:2])(=[O:26])=[O:27])[CH:19]=[CH:18]2. The catalyst class is: 145.